Dataset: Reaction yield outcomes from USPTO patents with 853,638 reactions. Task: Predict the reaction yield, written as a fraction of the theoretical maximum amount of product (1.0 means a 100% yield; for example, 0.34 means a 34% yield). (1) The reactants are C([C:3]1[C:4](Br)=[N:5][CH:6]=[C:7]([CH3:9])[CH:8]=1)C.Br[C:12]([F:19])([F:18])[C:13]([O:15][CH2:16][CH3:17])=[O:14]. The catalyst is CS(C)=O. The product is [F:18][C:12]([F:19])([C:4]1[CH:3]=[CH:8][C:7]([CH3:9])=[CH:6][N:5]=1)[C:13]([O:15][CH2:16][CH3:17])=[O:14]. The yield is 0.740. (2) The reactants are [CH2:1]([C@@H:4]1[C@@H:8](/[CH:9]=[CH:10]/[C@@H:11]([O:24][Si:25]([CH2:30][CH3:31])([CH2:28][CH3:29])[CH2:26][CH3:27])[CH2:12][O:13][C:14]2[CH:19]=[CH:18][CH:17]=[C:16]([C:20]([F:23])([F:22])[F:21])[CH:15]=2)[C@H:7]([O:32][Si:33]([C:36]([CH3:39])([CH3:38])[CH3:37])([CH3:35])[CH3:34])[CH2:6][C:5]1=[O:40])[CH:2]=[CH2:3].CCC(C)[BH-](C(C)CC)C(C)CC.[Li+]. The catalyst is O1CCCC1. The product is [CH2:1]([C@@H:4]1[C@@H:8](/[CH:9]=[CH:10]/[C@@H:11]([O:24][Si:25]([CH2:26][CH3:27])([CH2:30][CH3:31])[CH2:28][CH3:29])[CH2:12][O:13][C:14]2[CH:19]=[CH:18][CH:17]=[C:16]([C:20]([F:23])([F:22])[F:21])[CH:15]=2)[C@H:7]([O:32][Si:33]([C:36]([CH3:38])([CH3:37])[CH3:39])([CH3:35])[CH3:34])[CH2:6][C@@H:5]1[OH:40])[CH:2]=[CH2:3]. The yield is 0.930. (3) The reactants are [CH3:1][C:2]1[CH2:7][CH2:6][CH2:5][C:4]([CH3:9])([CH3:8])[C:3]=1/[CH:10]=[CH:11]/[C:12](/[CH3:22])=[CH:13]/[CH:14]=[CH:15]/[C:16](/[CH3:21])=[CH:17]/[C:18]([OH:20])=[O:19].[C:23](=[O:37])([O-:36])[O:24][C:25]1[CH:30]=[CH:29][C:28]([N+:31]([O-:33])=[O:32])=[CH:27][C:26]=1CI.[CH3:38]C(C)=O. No catalyst specified. The product is [N+:31]([C:28]1[CH:29]=[CH:30][C:25]([O:24][C:23]([O:36][CH2:38][O:19][C:18](=[O:20])/[CH:17]=[C:16](\[CH3:21])/[CH:15]=[CH:14]/[CH:13]=[C:12](\[CH3:22])/[CH:11]=[CH:10]/[C:3]2[C:4]([CH3:8])([CH3:9])[CH2:5][CH2:6][CH2:7][C:2]=2[CH3:1])=[O:37])=[CH:26][CH:27]=1)([O-:33])=[O:32]. The yield is 0.260. (4) The reactants are [Cl:1][C:2]1[N:7]=[C:6]([O:8][CH3:9])[N:5]=[C:4]([N:10]2[CH2:15][CH2:14][CH:13]([C:16]([OH:18])=[O:17])[CH2:12][CH2:11]2)[CH:3]=1.[N+](=[CH2:21])=[N-].C(OCC)C. The catalyst is CO.C1(C)C=CC=CC=1. The product is [CH3:21][O:17][C:16]([CH:13]1[CH2:14][CH2:15][N:10]([C:4]2[CH:3]=[C:2]([Cl:1])[N:7]=[C:6]([O:8][CH3:9])[N:5]=2)[CH2:11][CH2:12]1)=[O:18]. The yield is 0.750. (5) The reactants are [Cl:1][C:2]1[CH:7]=[C:6](F)[CH:5]=[CH:4][C:3]=1[S:9]([C@H:12]1[CH2:16][CH2:15][N:14]([C:17]([O:19][C:20]([CH3:23])([CH3:22])[CH3:21])=[O:18])[CH2:13]1)(=[O:11])=[O:10].[CH2:24]1[NH:29][CH2:28][CH2:27][N:26]2[CH2:30][CH2:31][CH2:32][C@@H:25]12.CCN(C(C)C)C(C)C. The catalyst is C(#N)C. The product is [C:20]([O:19][C:17]([N:14]1[CH2:15][CH2:16][C@H:12]([S:9]([C:3]2[CH:4]=[CH:5][C:6]([N:29]3[CH2:28][CH2:27][N:26]4[CH2:30][CH2:31][CH2:32][C@H:25]4[CH2:24]3)=[CH:7][C:2]=2[Cl:1])(=[O:11])=[O:10])[CH2:13]1)=[O:18])([CH3:23])([CH3:22])[CH3:21]. The yield is 0.960. (6) The reactants are [CH:1]1([C:4]2[CH:5]=[CH:6][CH:7]=[C:8]3[C:16]=2[CH:11]2[NH:12][C:13](=[O:15])[CH2:14][CH:10]2[CH2:9]3)[CH2:3][CH2:2]1.[C:17](O[C:17]([O:19][C:20]([CH3:23])([CH3:22])[CH3:21])=[O:18])([O:19][C:20]([CH3:23])([CH3:22])[CH3:21])=[O:18].CN(C1C=CC=CN=1)C.C(N(CC)CC)C. No catalyst specified. The product is [CH:1]1([C:4]2[CH:5]=[CH:6][CH:7]=[C:8]3[C:16]=2[CH:11]2[N:12]([C:17]([O:19][C:20]([CH3:23])([CH3:22])[CH3:21])=[O:18])[C:13](=[O:15])[CH2:14][CH:10]2[CH2:9]3)[CH2:3][CH2:2]1. The yield is 0.520. (7) The reactants are [CH3:1][O:2][CH2:3][C:4]1[N:8]([CH3:9])[N:7]=[C:6]([N+:10]([O-])=O)[CH:5]=1. The catalyst is [Pd].C(O)C. The product is [CH3:1][O:2][CH2:3][C:4]1[N:8]([CH3:9])[N:7]=[C:6]([NH2:10])[CH:5]=1. The yield is 0.990. (8) The reactants are [CH:1]1([CH2:7][CH2:8][CH2:9]O)[CH2:6][CH2:5][CH2:4][CH2:3][CH2:2]1.P(Br)(Br)[Br:12]. The catalyst is ClCCl. The product is [CH:1]1([CH2:7][CH2:8][CH2:9][Br:12])[CH2:6][CH2:5][CH2:4][CH2:3][CH2:2]1. The yield is 0.470.